Task: Regression. Given a peptide amino acid sequence and an MHC pseudo amino acid sequence, predict their binding affinity value. This is MHC class II binding data.. Dataset: Peptide-MHC class II binding affinity with 134,281 pairs from IEDB (1) The peptide sequence is AFKVAATAANAASAN. The MHC is DRB1_0701 with pseudo-sequence DRB1_0701. The binding affinity (normalized) is 0.615. (2) The peptide sequence is RRMWASAQNISGAGW. The MHC is DRB1_0404 with pseudo-sequence DRB1_0404. The binding affinity (normalized) is 0.370. (3) The peptide sequence is SSAGGFFTSVGKGIH. The MHC is DRB1_0101 with pseudo-sequence DRB1_0101. The binding affinity (normalized) is 0.278. (4) The peptide sequence is KLTITGKGTLDGQGK. The MHC is DRB1_0901 with pseudo-sequence DRB1_0901. The binding affinity (normalized) is 0.185.